Task: Predict the reactants needed to synthesize the given product.. Dataset: Full USPTO retrosynthesis dataset with 1.9M reactions from patents (1976-2016) (1) The reactants are: [C:1]([O:5][C:6](=[O:48])[CH2:7][O:8][CH2:9][CH2:10][O:11][CH2:12][CH2:13][O:14][CH2:15][CH2:16][O:17][CH2:18][CH2:19][O:20][CH2:21][CH2:22][O:23][C:24]1[CH:29]=[CH:28][C:27]([O:30][CH2:31][CH2:32][O:33][CH2:34][CH2:35][O:36][CH2:37][CH2:38][O:39][CH2:40][CH2:41][O:42][CH2:43][CH2:44][N:45]=[N+]=[N-])=[CH:26][CH:25]=1)([CH3:4])([CH3:3])[CH3:2].[H][H]. Given the product [C:1]([O:5][C:6](=[O:48])[CH2:7][O:8][CH2:9][CH2:10][O:11][CH2:12][CH2:13][O:14][CH2:15][CH2:16][O:17][CH2:18][CH2:19][O:20][CH2:21][CH2:22][O:23][C:24]1[CH:25]=[CH:26][C:27]([O:30][CH2:31][CH2:32][O:33][CH2:34][CH2:35][O:36][CH2:37][CH2:38][O:39][CH2:40][CH2:41][O:42][CH2:43][CH2:44][NH2:45])=[CH:28][CH:29]=1)([CH3:4])([CH3:2])[CH3:3], predict the reactants needed to synthesize it. (2) Given the product [F:50][C:49]([F:52])([F:51])[C:47]([OH:53])=[O:48].[F:50][C:49]([F:52])([F:51])[C:47]([OH:53])=[O:48].[F:22][C:15]1[CH:16]=[C:17]([OH:48])[CH:20]=[CH:21][C:14]=1[C:12]([N:9]1[CH2:8][CH2:7][CH2:23][N:6]([CH2:5][CH:4]([N:25]2[CH:29]=[C:28]([C:30]3[C:31]4[CH:38]=[CH:37][NH:36][C:32]=4[N:33]=[CH:34][N:35]=3)[CH:27]=[N:26]2)[CH2:3][C:1]#[N:2])[CH2:11][CH2:10]1)=[O:13], predict the reactants needed to synthesize it. The reactants are: [C:1]([CH2:3][CH:4]([N:25]1[CH:29]=[C:28]([C:30]2[C:31]3[CH:38]=[CH:37][N:36](COCC[Si](C)(C)C)[C:32]=3[N:33]=[CH:34][N:35]=2)[CH:27]=[N:26]1)[CH2:5][N:6]1[CH2:11][CH2:10][N:9]([C:12]([C:14]2[CH:21]=[CH:20][C:17](C#N)=[CH:16][C:15]=2[F:22])=[O:13])[CH2:8][CH:7]1[CH2:23]O)#[N:2].[C:47]([OH:53])([C:49]([F:52])([F:51])[F:50])=[O:48].C(N)CN. (3) Given the product [CH3:3][N:7]1[CH:8]=[C:9]([N+:12]([O-:14])=[O:13])[CH:10]=[CH:11][C:6]1=[O:5], predict the reactants needed to synthesize it. The reactants are: [OH-].[Na+].[CH3:3]I.[OH:5][C:6]1[CH:11]=[CH:10][C:9]([N+:12]([O-:14])=[O:13])=[CH:8][N:7]=1. (4) Given the product [CH3:45][N:46]1[CH2:51][CH2:50][N:49]([C:2]2[CH:3]=[C:4]([CH2:8][N:9]3[CH:13]=[C:12]([NH:14][C:15]([C:17]4[C:25]5[C:20](=[CH:21][C:22]([C:26]6[CH:30]=[N:29][NH:28][CH:27]=6)=[CH:23][CH:24]=5)[NH:19][N:18]=4)=[O:16])[CH:11]=[N:10]3)[CH:5]=[CH:6][CH:7]=2)[CH2:48][CH2:47]1, predict the reactants needed to synthesize it. The reactants are: Br[C:2]1[CH:3]=[C:4]([CH2:8][N:9]2[CH:13]=[C:12]([NH:14][C:15]([C:17]3[C:25]4[C:20](=[CH:21][C:22]([C:26]5[CH:27]=[N:28][N:29](C6CCCCO6)[CH:30]=5)=[CH:23][CH:24]=4)[N:19](COCC[Si](C)(C)C)[N:18]=3)=[O:16])[CH:11]=[N:10]2)[CH:5]=[CH:6][CH:7]=1.[CH3:45][N:46]1[CH2:51][CH2:50][NH:49][CH2:48][CH2:47]1.CC(OC1C=CC=C(OC(C)C)C=1C1C(P(C2CCCCC2)C2CCCCC2)=CC=CC=1)C.[Li+].C[Si]([N-][Si](C)(C)C)(C)C.C([SiH](C(C)C)C(C)C)(C)C. (5) The reactants are: [CH:1]1([C:4]2[O:5][C:6]3[C:7](=[C:9]([C:14]([O:16]C)=[O:15])[CH:10]=[C:11]([F:13])[CH:12]=3)[N:8]=2)[CH2:3][CH2:2]1.[OH-].[Na+].Cl. Given the product [CH:1]1([C:4]2[O:5][C:6]3[C:7](=[C:9]([C:14]([OH:16])=[O:15])[CH:10]=[C:11]([F:13])[CH:12]=3)[N:8]=2)[CH2:2][CH2:3]1, predict the reactants needed to synthesize it. (6) The reactants are: CCN(C(C)C)C(C)C.[Cl:10][C:11]1[S:15][C:14]([C:16]2[NH:20][N:19]=[C:18]([C:21]([OH:23])=O)[CH:17]=2)=[CH:13][CH:12]=1.C1(C2NN=C(C(O)=O)C=2)C=CC=CC=1.C(C1SC(Cl)=CC=1)(=O)C.C1C=CC2N(O)N=NC=2C=1.CCN=C=NCCCN(C)C.Cl.Cl.[NH2:70][CH2:71][C:72]([N:74]1[CH2:79][CH2:78][CH:77]([O:80][C:81]2[CH:86]=[CH:85][CH:84]=[C:83]([C:87]([F:90])([F:89])[F:88])[CH:82]=2)[CH2:76][CH2:75]1)=[O:73]. Given the product [O:73]=[C:72]([N:74]1[CH2:75][CH2:76][CH:77]([O:80][C:81]2[CH:86]=[CH:85][CH:84]=[C:83]([C:87]([F:90])([F:88])[F:89])[CH:82]=2)[CH2:78][CH2:79]1)[CH2:71][NH:70][C:21]([C:18]1[CH:17]=[C:16]([C:14]2[S:15][C:11]([Cl:10])=[CH:12][CH:13]=2)[NH:20][N:19]=1)=[O:23], predict the reactants needed to synthesize it. (7) The reactants are: Br[C:2]1[C:3]([O:16][CH:17]2[CH2:20][N:19]([C:21]3[CH:30]=[CH:29][C:28]4[C:23](=[CH:24][CH:25]=[CH:26][CH:27]=4)[N:22]=3)[CH2:18]2)=[N:4][C:5]([N:8]2[CH2:13][CH2:12][CH:11]([CH2:14][OH:15])[CH2:10][CH2:9]2)=[N:6][CH:7]=1.[O:31]1[CH2:36][CH:35]=[C:34](B2OC(C)(C)C(C)(C)O2)[CH2:33][CH2:32]1.[O-]P([O-])([O-])=O.[K+].[K+].[K+]. Given the product [O:31]1[CH2:32][CH:33]=[C:34]([C:2]2[C:3]([O:16][CH:17]3[CH2:20][N:19]([C:21]4[CH:30]=[CH:29][C:28]5[C:23](=[CH:24][CH:25]=[CH:26][CH:27]=5)[N:22]=4)[CH2:18]3)=[N:4][C:5]([N:8]3[CH2:13][CH2:12][CH:11]([CH2:14][OH:15])[CH2:10][CH2:9]3)=[N:6][CH:7]=2)[CH2:35][CH2:36]1, predict the reactants needed to synthesize it.